Dataset: Forward reaction prediction with 1.9M reactions from USPTO patents (1976-2016). Task: Predict the product of the given reaction. (1) Given the reactants [C:1]([O:8][CH3:9])(=[O:7])[CH2:2][C:3]([O:5][CH3:6])=[O:4].CC(C)([O-])C.[K+].Cl[C:17]1[C:22]([N+:23]([O-:25])=[O:24])=[CH:21][C:20]([F:26])=[CH:19][C:18]=1[N+:27]([O-:29])=[O:28].[NH4+].[Cl-], predict the reaction product. The product is: [F:26][C:20]1[CH:21]=[C:22]([N+:23]([O-:25])=[O:24])[C:17]([CH:2]([C:1]([O:8][CH3:9])=[O:7])[C:3]([O:5][CH3:6])=[O:4])=[C:18]([N+:27]([O-:29])=[O:28])[CH:19]=1. (2) Given the reactants [CH3:1][S:2][C:3]1[N:4]=[CH:5][C:6]2[C:12](=O)[NH:11][CH:10]=[CH:9][C:7]=2[N:8]=1.P(Cl)(Cl)([Cl:16])=O, predict the reaction product. The product is: [Cl:16][C:12]1[C:6]2[CH:5]=[N:4][C:3]([S:2][CH3:1])=[N:8][C:7]=2[CH:9]=[CH:10][N:11]=1. (3) Given the reactants [F:1][C:2]([F:29])([C:22]1[CH:27]=[CH:26][C:25]([F:28])=[CH:24][N:23]=1)[C:3]1[N:12]=[C:11]([NH:13][C:14]2[CH:18]=[C:17]([CH3:19])[NH:16][N:15]=2)[C:10]2[C:5](=[C:6]([O:20]C)[CH:7]=[CH:8][CH:9]=2)[N:4]=1.B(Br)(Br)Br.CO, predict the reaction product. The product is: [F:29][C:2]([F:1])([C:22]1[CH:27]=[CH:26][C:25]([F:28])=[CH:24][N:23]=1)[C:3]1[N:12]=[C:11]([NH:13][C:14]2[CH:18]=[C:17]([CH3:19])[NH:16][N:15]=2)[C:10]2[C:5](=[C:6]([OH:20])[CH:7]=[CH:8][CH:9]=2)[N:4]=1. (4) Given the reactants [F:1][C:2]1[CH:3]=[C:4]([CH:31]=[CH:32][C:33]=1[NH:34][C:35]([C:37]1([C:40](=[O:49])[NH:41][C:42]2[CH:47]=[CH:46][C:45]([F:48])=[CH:44][CH:43]=2)[CH2:39][CH2:38]1)=[O:36])[O:5][C:6]1[CH:11]=[CH:10][N:9]=[C:8]([N:12](C(OC2C=CC=CC=2)=O)[C:13](=O)[O:14]C2C=CC=CC=2)[CH:7]=1.Cl.Cl.Cl.[CH3:53][N:54]1[CH2:57][CH:56]([N:58]2[CH2:63][CH2:62][NH:61][CH2:60][CH2:59]2)[CH2:55]1.C(N(CC)CC)C.O, predict the reaction product. The product is: [F:1][C:2]1[CH:3]=[C:4]([O:5][C:6]2[CH:11]=[CH:10][N:9]=[C:8]([NH:12][C:13]([N:61]3[CH2:62][CH2:63][N:58]([CH:56]4[CH2:55][N:54]([CH3:53])[CH2:57]4)[CH2:59][CH2:60]3)=[O:14])[CH:7]=2)[CH:31]=[CH:32][C:33]=1[NH:34][C:35]([C:37]1([C:40]([NH:41][C:42]2[CH:47]=[CH:46][C:45]([F:48])=[CH:44][CH:43]=2)=[O:49])[CH2:39][CH2:38]1)=[O:36].